Dataset: Peptide-MHC class I binding affinity with 185,985 pairs from IEDB/IMGT. Task: Regression. Given a peptide amino acid sequence and an MHC pseudo amino acid sequence, predict their binding affinity value. This is MHC class I binding data. (1) The peptide sequence is TYQNKVVRV. The MHC is HLA-A23:01 with pseudo-sequence HLA-A23:01. The binding affinity (normalized) is 0.297. (2) The peptide sequence is TTLPVNVAF. The MHC is HLA-B08:01 with pseudo-sequence HLA-B08:01. The binding affinity (normalized) is 0.0847. (3) The peptide sequence is RIYDPLWFQ. The MHC is HLA-A03:01 with pseudo-sequence HLA-A03:01. The binding affinity (normalized) is 0.0847. (4) The peptide sequence is IVSSLHLSI. The MHC is HLA-B15:01 with pseudo-sequence HLA-B15:01. The binding affinity (normalized) is 0.292. (5) The peptide sequence is GSLLHGLWPY. The MHC is HLA-A01:01 with pseudo-sequence HLA-A01:01. The binding affinity (normalized) is 0.426. (6) The peptide sequence is YVDHYYRDY. The MHC is HLA-A03:01 with pseudo-sequence HLA-A03:01. The binding affinity (normalized) is 0.0847. (7) The MHC is HLA-B57:01 with pseudo-sequence HLA-B57:01. The peptide sequence is KVMEITAEW. The binding affinity (normalized) is 0.732.